From a dataset of Peptide-MHC class II binding affinity with 134,281 pairs from IEDB. Regression. Given a peptide amino acid sequence and an MHC pseudo amino acid sequence, predict their binding affinity value. This is MHC class II binding data. The peptide sequence is AFKVAATAANAAIAN. The MHC is DRB1_0802 with pseudo-sequence DRB1_0802. The binding affinity (normalized) is 0.887.